Task: Predict the reactants needed to synthesize the given product.. Dataset: Full USPTO retrosynthesis dataset with 1.9M reactions from patents (1976-2016) Given the product [N+:1]([C:4]1[CH:9]=[CH:8][C:7]([C:10]2[S:35][C:13]([CH2:14][CH2:15][NH:16][C:17](=[O:23])[O:18][C:19]([CH3:22])([CH3:21])[CH3:20])=[N:12][CH:11]=2)=[CH:6][CH:5]=1)([O-:3])=[O:2], predict the reactants needed to synthesize it. The reactants are: [N+:1]([C:4]1[CH:9]=[CH:8][C:7]([C:10](=O)[CH2:11][NH:12][C:13](=O)[CH2:14][CH2:15][NH:16][C:17](=[O:23])[O:18][C:19]([CH3:22])([CH3:21])[CH3:20])=[CH:6][CH:5]=1)([O-:3])=[O:2].COC1C=CC(P2(SP(C3C=CC(OC)=CC=3)(=S)S2)=[S:35])=CC=1.